This data is from Reaction yield outcomes from USPTO patents with 853,638 reactions. The task is: Predict the reaction yield, written as a fraction of the theoretical maximum amount of product (1.0 means a 100% yield; for example, 0.34 means a 34% yield). The reactants are [N:1]1[CH:6]=[CH:5][CH:4]=[N:3][C:2]=1[NH:7][S:8]([C:11]1[CH:16]=[CH:15][C:14]([NH:17]C(=O)C)=[CH:13][CH:12]=1)(=[O:10])=[O:9].[OH-].[Na+]. The catalyst is C(O)C.COCC(O)C. The product is [NH2:17][C:14]1[CH:15]=[CH:16][C:11]([S:8]([NH:7][C:2]2[N:1]=[CH:6][CH:5]=[CH:4][N:3]=2)(=[O:10])=[O:9])=[CH:12][CH:13]=1. The yield is 0.707.